Task: Predict the product of the given reaction.. Dataset: Forward reaction prediction with 1.9M reactions from USPTO patents (1976-2016) (1) Given the reactants C([N:5]1[C:10](=[O:11])[C:9]([C:12]([O:14]C)=[O:13])=[CH:8][C:7]([C:16]2[CH:21]=[CH:20][C:19]([C:22](F)(F)F)=[CH:18][CH:17]=2)=[N:6]1)C(C)C.[C:26]1([C:26]2[CH:31]=[CH:30]C=[CH:28][CH:27]=2)[CH:31]=[CH:30]C(C(=O)CC(C(OCC)=O)(O)C(OCC)=O)=[CH:28][CH:27]=1, predict the reaction product. The product is: [C:19]1([C:22]2[CH:30]=[CH:31][CH:26]=[CH:27][CH:28]=2)[CH:18]=[CH:17][C:16]([C:7]2[CH:8]=[C:9]([C:12]([OH:14])=[O:13])[C:10](=[O:11])[NH:5][N:6]=2)=[CH:21][CH:20]=1. (2) Given the reactants Cl[C:2]1[C:11]2[C:6](=[CH:7][C:8]([O:12][CH3:13])=[CH:9][CH:10]=2)[CH:5]=[C:4]([NH:14][C:15]2[CH:19]=[C:18]([CH3:20])[NH:17][N:16]=2)[N:3]=1.[CH2:21]([C:23]1[CH:24]=[C:25]([NH2:29])[CH:26]=[CH:27][CH:28]=1)[CH3:22], predict the reaction product. The product is: [CH2:21]([C:23]1[CH:24]=[C:25]([NH:29][C:2]2[C:11]3[C:6](=[CH:7][C:8]([O:12][CH3:13])=[CH:9][CH:10]=3)[CH:5]=[C:4]([NH:14][C:15]3[CH:19]=[C:18]([CH3:20])[NH:17][N:16]=3)[N:3]=2)[CH:26]=[CH:27][CH:28]=1)[CH3:22]. (3) Given the reactants [Br:1][C:2]1[C:3](=[O:17])[N:4]([CH2:9][C:10]2[CH:15]=[CH:14][C:13]([F:16])=[CH:12][CH:11]=2)[N:5]=[CH:6][C:7]=1Br.[CH3:18][N:19]1[CH2:24][CH2:23][NH:22][CH2:21][C:20]1=[O:25].C(N(C(C)C)CC)(C)C, predict the reaction product. The product is: [Br:1][C:2]1[C:3](=[O:17])[N:4]([CH2:9][C:10]2[CH:15]=[CH:14][C:13]([F:16])=[CH:12][CH:11]=2)[N:5]=[CH:6][C:7]=1[N:22]1[CH2:23][CH2:24][N:19]([CH3:18])[C:20](=[O:25])[CH2:21]1. (4) Given the reactants [CH3:1][O:2][C:3]([C:5]1[CH:10]=[C:9](Br)[CH:8]=[CH:7][N:6]=1)=[O:4].[Cl:12][C:13]1[CH:14]=[C:15](B(O)O)[CH:16]=[CH:17][C:18]=1[Cl:19], predict the reaction product. The product is: [CH3:1][O:2][C:3]([C:5]1[CH:10]=[C:9]([C:16]2[CH:15]=[CH:14][C:13]([Cl:12])=[C:18]([Cl:19])[CH:17]=2)[CH:8]=[CH:7][N:6]=1)=[O:4]. (5) The product is: [Br:1][C:2]1[C:22]([F:23])=[CH:21][C:5]2[O:6][C:7]3[CH:19]=[CH:18][CH:17]=[C:16]([F:20])[C:8]=3[C@H:9]3[C@H:14]([NH:15][C:31](=[O:33])[CH3:32])[CH2:13][CH2:12][CH2:11][N:10]3[C:4]=2[CH:3]=1. Given the reactants [Br:1][C:2]1[C:22]([F:23])=[CH:21][C:5]2[O:6][C:7]3[CH:19]=[CH:18][CH:17]=[C:16]([F:20])[C:8]=3[C@H:9]3[C@H:14]([NH2:15])[CH2:13][CH2:12][CH2:11][N:10]3[C:4]=2[CH:3]=1.C(N(CC)CC)C.[C:31](Cl)(=[O:33])[CH3:32].C([O-])(O)=O.[Na+], predict the reaction product. (6) Given the reactants [CH3:1][C@:2]1([CH2:10][N:11]2[C:15]3[CH:16]=[C:17]([C:20]#[N:21])[CH:18]=[CH:19][C:14]=3[N:13]=[CH:12]2)[CH2:9][CH2:8][CH2:7][C@:4]2([O:6][CH2:5]2)[CH2:3]1.[CH3:22][O:23][C:24]1[CH:29]=[C:28]([O:30][CH3:31])[N:27]=[CH:26][C:25]=1[NH2:32], predict the reaction product. The product is: [CH3:22][O:23][C:24]1[CH:29]=[C:28]([O:30][CH3:31])[N:27]=[CH:26][C:25]=1[NH:32][CH2:5][C@:4]1([OH:6])[CH2:7][CH2:8][CH2:9][C@@:2]([CH2:10][N:11]2[C:15]3[CH:16]=[C:17]([C:20]#[N:21])[CH:18]=[CH:19][C:14]=3[N:13]=[CH:12]2)([CH3:1])[CH2:3]1. (7) Given the reactants [Cl:1][C:2]1[CH:11]=[CH:10][C:5]([C:6]([O:8][CH3:9])=[O:7])=[C:4](F)[N:3]=1.[CH3:13][O-:14].[Na+].CO, predict the reaction product. The product is: [Cl:1][C:2]1[CH:11]=[CH:10][C:5]([C:6]([O:8][CH3:9])=[O:7])=[C:4]([O:14][CH3:13])[N:3]=1.